Dataset: Peptide-MHC class I binding affinity with 185,985 pairs from IEDB/IMGT. Task: Regression. Given a peptide amino acid sequence and an MHC pseudo amino acid sequence, predict their binding affinity value. This is MHC class I binding data. (1) The peptide sequence is KLHLYSHPI. The MHC is HLA-A03:01 with pseudo-sequence HLA-A03:01. The binding affinity (normalized) is 0.0545. (2) The peptide sequence is VFPDLGVRV. The MHC is Patr-A0901 with pseudo-sequence Patr-A0901. The binding affinity (normalized) is 0.194. (3) The peptide sequence is RVYLQGHGY. The MHC is HLA-A02:06 with pseudo-sequence HLA-A02:06. The binding affinity (normalized) is 0.0847. (4) The peptide sequence is KLGDQFGRK. The MHC is HLA-A69:01 with pseudo-sequence HLA-A69:01. The binding affinity (normalized) is 0.0847.